This data is from Reaction yield outcomes from USPTO patents with 853,638 reactions. The task is: Predict the reaction yield, written as a fraction of the theoretical maximum amount of product (1.0 means a 100% yield; for example, 0.34 means a 34% yield). (1) The reactants are CS(C)=O.C(Cl)(=O)C(Cl)=O.[OH:11][CH:12]1[C:16]2[N:17]=[CH:18][N:19]=[C:20]([N:21]3[CH2:26][CH2:25][N:24]([C:27]([O:29][C:30]([CH3:33])([CH3:32])[CH3:31])=[O:28])[CH2:23][CH2:22]3)[C:15]=2[C@H:14]([CH3:34])[CH2:13]1.CCN(CC)CC. The catalyst is C(Cl)Cl.CCOC(C)=O.O. The product is [CH3:34][C@H:14]1[C:15]2[C:20]([N:21]3[CH2:26][CH2:25][N:24]([C:27]([O:29][C:30]([CH3:33])([CH3:32])[CH3:31])=[O:28])[CH2:23][CH2:22]3)=[N:19][CH:18]=[N:17][C:16]=2[C:12](=[O:11])[CH2:13]1. The yield is 0.823. (2) The reactants are [C:1]([C:5]1[NH:6][C:7]([C:10]2[CH:15]=[CH:14][N:13]=[C:12]3[N:16]([CH2:19][O:20][CH2:21][CH2:22][Si:23]([CH3:26])([CH3:25])[CH3:24])[CH:17]=[CH:18][C:11]=23)=[CH:8][N:9]=1)([CH3:4])([CH3:3])[CH3:2].[C:27](=O)([O-])[O-].[K+].[K+].CN(C=O)C.CI. The catalyst is O. The product is [C:1]([C:5]1[N:9]([CH3:27])[CH:8]=[C:7]([C:10]2[CH:15]=[CH:14][N:13]=[C:12]3[N:16]([CH2:19][O:20][CH2:21][CH2:22][Si:23]([CH3:26])([CH3:25])[CH3:24])[CH:17]=[CH:18][C:11]=23)[N:6]=1)([CH3:4])([CH3:2])[CH3:3]. The yield is 0.510. (3) The reactants are [F:1][C:2]1[CH:8]=[CH:7][C:5]([NH2:6])=[CH:4][CH:3]=1.N1C=CC=CC=1.[N+:15]([C:18]1[CH:26]=[CH:25][CH:24]=[CH:23][C:19]=1[C:20](Cl)=[O:21])([O-:17])=[O:16]. The catalyst is ClCCl. The product is [F:1][C:2]1[CH:8]=[CH:7][C:5]([NH:6][C:20](=[O:21])[C:19]2[CH:23]=[CH:24][CH:25]=[CH:26][C:18]=2[N+:15]([O-:17])=[O:16])=[CH:4][CH:3]=1. The yield is 0.790. (4) The reactants are [NH2:1][C:2]([C:4]1[CH:5]=[N:6][C:7]2[C:12]([C:13]=1[NH:14][C:15]1[CH:16]=[C:17]([CH:23]=[CH:24][CH:25]=1)[C:18]([O:20]CC)=[O:19])=[CH:11][CH:10]=[C:9]([C:26]1[CH:31]=[CH:30][N:29]=[C:28]([O:32][CH3:33])[CH:27]=1)[CH:8]=2)=[O:3].[OH-].[Na+]. The catalyst is C(O)C. The product is [NH2:1][C:2]([C:4]1[CH:5]=[N:6][C:7]2[C:12]([C:13]=1[NH:14][C:15]1[CH:16]=[C:17]([CH:23]=[CH:24][CH:25]=1)[C:18]([OH:20])=[O:19])=[CH:11][CH:10]=[C:9]([C:26]1[CH:31]=[CH:30][N:29]=[C:28]([O:32][CH3:33])[CH:27]=1)[CH:8]=2)=[O:3]. The yield is 0.490. (5) The reactants are C([O:4][C@H:5]([CH3:27])[CH2:6][CH2:7][CH2:8][CH2:9][N:10]1[C:19](=[O:20])[C:18]2[N:17](COCC)[C:16]([Br:25])=[N:15][C:14]=2[N:13]([CH3:26])[C:11]1=[O:12])(=O)C.Cl. The catalyst is CO.CCOCC. The product is [OH:4][C@H:5]([CH3:27])[CH2:6][CH2:7][CH2:8][CH2:9][N:10]1[C:19](=[O:20])[C:18]2[NH:17][C:16]([Br:25])=[N:15][C:14]=2[N:13]([CH3:26])[C:11]1=[O:12]. The yield is 0.980.